From a dataset of Full USPTO retrosynthesis dataset with 1.9M reactions from patents (1976-2016). Predict the reactants needed to synthesize the given product. (1) Given the product [O:5]([CH:4]([C:6]1[CH:11]=[CH:10][C:9]([Br:12])=[CH:8][CH:7]=1)[C:3]([OH:2])=[O:13])[C:14]1[CH:19]=[CH:18][CH:17]=[CH:16][CH:15]=1.[Br:12][C:9]1[CH:8]=[CH:7][C:6]([CH:4]([O:20][C:14]2[CH:19]=[CH:18][CH:17]=[CH:16][CH:15]=2)[C:3]([NH:21][C:22]2[S:23][CH:24]=[CH:25][N:26]=2)=[O:13])=[CH:11][CH:10]=1, predict the reactants needed to synthesize it. The reactants are: C[O:2][C:3](=[O:13])[CH:4]([C:6]1[CH:11]=[CH:10][C:9]([Br:12])=[CH:8][CH:7]=1)[OH:5].[C:14]1([OH:20])[CH:19]=[CH:18][CH:17]=[CH:16][CH:15]=1.[NH2:21][C:22]1[S:23][CH:24]=[CH:25][N:26]=1. (2) Given the product [CH:37]([N:35]1[CH:36]=[C:32]([C:12]2[C:11]([NH2:10])=[N:16][CH:15]=[C:14]([C:17]3[CH:22]=[CH:21][C:20]([CH2:23][N:25]4[CH2:26][CH2:27][O:28][CH2:29][CH2:30]4)=[C:19]([CH3:31])[CH:18]=3)[CH:13]=2)[N:33]=[N:34]1)([CH3:39])[CH3:38], predict the reactants needed to synthesize it. The reactants are: B(F)(F)F.CCOCC.[NH2:10][C:11]1[N:16]=[CH:15][C:14]([C:17]2[CH:22]=[CH:21][C:20]([C:23]([N:25]3[CH2:30][CH2:29][O:28][CH2:27][CH2:26]3)=O)=[C:19]([CH3:31])[CH:18]=2)=[CH:13][C:12]=1[C:32]1[N:33]=[N:34][N:35]([CH:37]([CH3:39])[CH3:38])[CH:36]=1.[BH4-].[Na+].CO. (3) The reactants are: [Na].F[C:3]1[CH:8]=[CH:7][C:6]([S:9]([CH2:12][CH2:13][CH:14]2[CH2:19][CH2:18][N:17]([C:20]([O:22][C:23]([CH3:26])([CH3:25])[CH3:24])=[O:21])[CH2:16][CH2:15]2)(=[O:11])=[O:10])=[CH:5][CH:4]=1.[CH3:27][CH2:28][OH:29]. Given the product [CH2:28]([O:29][C:3]1[CH:8]=[CH:7][C:6]([S:9]([CH2:12][CH2:13][CH:14]2[CH2:19][CH2:18][N:17]([C:20]([O:22][C:23]([CH3:26])([CH3:25])[CH3:24])=[O:21])[CH2:16][CH2:15]2)(=[O:11])=[O:10])=[CH:5][CH:4]=1)[CH3:27], predict the reactants needed to synthesize it. (4) The reactants are: Br[C:2]1[CH:35]=[CH:34][C:5]([CH2:6][C:7]2[N:8]([C:20]3[CH:25]=[CH:24][C:23]([N:26]4[S:30](=[O:32])(=[O:31])[NH:29][C:28](=[O:33])[CH2:27]4)=[CH:22][CH:21]=3)[CH:9]=[C:10]([C:12]3[CH:17]=[CH:16][C:15]([Cl:18])=[CH:14][C:13]=3[Cl:19])[N:11]=2)=[CH:4][CH:3]=1.[CH:36]([C:39]1[CH:40]=[C:41](B(O)O)[CH:42]=[CH:43][CH:44]=1)([CH3:38])[CH3:37]. Given the product [Cl:19][C:13]1[CH:14]=[C:15]([Cl:18])[CH:16]=[CH:17][C:12]=1[C:10]1[N:11]=[C:7]([CH2:6][C:5]2[CH:34]=[CH:35][C:2]([C:43]3[CH:42]=[CH:41][CH:40]=[C:39]([CH:36]([CH3:38])[CH3:37])[CH:44]=3)=[CH:3][CH:4]=2)[N:8]([C:20]2[CH:21]=[CH:22][C:23]([N:26]3[S:30](=[O:31])(=[O:32])[NH:29][C:28](=[O:33])[CH2:27]3)=[CH:24][CH:25]=2)[CH:9]=1, predict the reactants needed to synthesize it. (5) Given the product [C:11]([S:15][C:16](=[O:21])[CH:17]([CH2:2][C:3]1[CH:8]=[CH:7][C:6]([F:9])=[CH:5][C:4]=1[Cl:10])[C:18](=[O:20])[CH3:19])([CH3:14])([CH3:12])[CH3:13], predict the reactants needed to synthesize it. The reactants are: Br[CH2:2][C:3]1[CH:8]=[CH:7][C:6]([F:9])=[CH:5][C:4]=1[Cl:10].[C:11]([S:15][C:16](=[O:21])[CH2:17][C:18](=[O:20])[CH3:19])([CH3:14])([CH3:13])[CH3:12]. (6) Given the product [CH:20]([C:23]1[CH:24]=[C:25]([CH:28]=[C:29]([CH:32]([CH3:34])[CH3:33])[C:30]=1[O:31][CH2:36][CH2:37][N:38]1[CH2:43][CH2:42][O:41][CH2:40][CH2:39]1)[CH:26]=[O:27])([CH3:22])[CH3:21], predict the reactants needed to synthesize it. The reactants are: C1(P(C2C=CC=CC=2)C2C=CC=CC=2)C=CC=CC=1.[CH:20]([C:23]1[CH:24]=[C:25]([CH:28]=[C:29]([CH:32]([CH3:34])[CH3:33])[C:30]=1[OH:31])[CH:26]=[O:27])([CH3:22])[CH3:21].O[CH2:36][CH2:37][N:38]1[CH2:43][CH2:42][O:41][CH2:40][CH2:39]1.CCOC(/N=N/C(OCC)=O)=O.